This data is from Forward reaction prediction with 1.9M reactions from USPTO patents (1976-2016). The task is: Predict the product of the given reaction. (1) Given the reactants ClC1C=C([C:9]2[N:13]3[C:14]4[N:22]=[C:21]([O:23][CH3:24])[CH:20]=[CH:19][C:15]=4[N:16]=[C:17]([CH3:18])[C:12]3=[C:11]([CH3:25])[N:10]=2)C=C(Cl)C=1.CCN(CC)CC.[CH3:33][O:34][C:35]1[CH:36]=[C:37]([C:41]#[CH:42])[CH:38]=[CH:39][CH:40]=1, predict the reaction product. The product is: [CH3:24][O:23][C:21]1[CH:20]=[CH:19][C:15]2[N:16]=[C:17]([CH3:18])[C:12]3[N:13]([C:9]([C:42]#[C:41][C:37]4[CH:38]=[CH:39][CH:40]=[C:35]([O:34][CH3:33])[CH:36]=4)=[N:10][C:11]=3[CH3:25])[C:14]=2[N:22]=1. (2) Given the reactants Cl.Cl[C:3]1[N:12]=[CH:11][C:10]2[N:9]3[CH:13]=[N:14][N:15]=[C:8]3[C@@H:7]([CH2:16][CH3:17])[N:6]([C@@H:18]3[CH2:22][CH2:21][C:20]([F:24])([F:23])[CH2:19]3)[C:5]=2[N:4]=1.[NH2:25][C:26]1[CH:36]=[CH:35][C:29]([C:30]([NH:32][CH2:33][CH3:34])=[O:31])=[CH:28][C:27]=1[O:37][CH3:38], predict the reaction product. The product is: [F:23][C:20]1([F:24])[CH2:21][CH2:22][C@@H:18]([N:6]2[C:5]3[N:4]=[C:3]([NH:25][C:26]4[CH:36]=[CH:35][C:29]([C:30]([NH:32][CH2:33][CH3:34])=[O:31])=[CH:28][C:27]=4[O:37][CH3:38])[N:12]=[CH:11][C:10]=3[N:9]3[CH:13]=[N:14][N:15]=[C:8]3[C@H:7]2[CH2:16][CH3:17])[CH2:19]1. (3) Given the reactants Cl[C:2]1[N:7]=[C:6]([C:8]2[CH:13]=[CH:12][C:11]([OH:14])=[CH:10][CH:9]=2)[CH:5]=[N:4][CH:3]=1.[NH2:15][C:16]1[CH:24]=[CH:23][C:19]([C:20]([OH:22])=[O:21])=[C:18]([O:25][CH3:26])[CH:17]=1.CC1(C)C2C(=C(P(C3C=CC=CC=3)C3C=CC=CC=3)C=CC=2)OC2C(P(C3C=CC=CC=3)C3C=CC=CC=3)=CC=CC1=2, predict the reaction product. The product is: [OH:14][C:11]1[CH:12]=[CH:13][C:8]([C:6]2[N:7]=[C:2]([NH:15][C:16]3[CH:24]=[CH:23][C:19]([C:20]([OH:22])=[O:21])=[C:18]([O:25][CH3:26])[CH:17]=3)[CH:3]=[N:4][CH:5]=2)=[CH:9][CH:10]=1. (4) Given the reactants [Br:1][C:2]1[CH:3]=[CH:4][C:5]2[O:11][C:10]3[C:12]([F:18])=[CH:13][C:14]([O:16][CH3:17])=[CH:15][C:9]=3[CH2:8][C:7](=[O:19])[C:6]=2[CH:20]=1.Br.CS(C)=[O:24], predict the reaction product. The product is: [Br:1][C:2]1[CH:3]=[CH:4][C:5]2[O:11][C:10]3[C:12]([F:18])=[CH:13][C:14]([O:16][CH3:17])=[CH:15][C:9]=3[C:8](=[O:24])[C:7](=[O:19])[C:6]=2[CH:20]=1.